Dataset: Full USPTO retrosynthesis dataset with 1.9M reactions from patents (1976-2016). Task: Predict the reactants needed to synthesize the given product. (1) Given the product [Br:1][C:2]1[C:3]2[N:4]([CH:16]=[CH:17][N:14]=2)[N:5]=[C:6]([C:8]2[CH:13]=[CH:12][CH:11]=[CH:10][CH:9]=2)[CH:7]=1, predict the reactants needed to synthesize it. The reactants are: [Br:1][C:2]1[CH:7]=[C:6]([C:8]2[CH:13]=[CH:12][CH:11]=[CH:10][CH:9]=2)[N:5]=[N:4][C:3]=1[NH2:14].Cl[CH2:16][CH:17](OCC)OCC.CC1C=CC(S(O)(=O)=O)=CC=1. (2) Given the product [CH2:14]([O:16][P:17]([C:22]([C:25]1[CH:30]=[CH:29][C:28]([CH2:31][N:10]2[CH2:11][CH2:12][N:8]([CH2:1][C:2]3[CH:7]=[CH:6][CH:5]=[CH:4][CH:3]=3)[C:9]2=[O:13])=[CH:27][C:26]=1[Br:33])([F:24])[F:23])(=[O:21])[O:18][CH2:19][CH3:20])[CH3:15], predict the reactants needed to synthesize it. The reactants are: [CH2:1]([N:8]1[CH2:12][CH2:11][NH:10][C:9]1=[O:13])[C:2]1[CH:7]=[CH:6][CH:5]=[CH:4][CH:3]=1.[CH2:14]([O:16][P:17]([C:22]([C:25]1[CH:30]=[CH:29][C:28]([CH2:31]Br)=[CH:27][C:26]=1[Br:33])([F:24])[F:23])(=[O:21])[O:18][CH2:19][CH3:20])[CH3:15].[H-].[Na+]. (3) Given the product [C:1]([O:5][C:6](=[O:16])[NH:7][C@H:8]([CH3:9])[C:10](=[O:15])[CH3:17])([CH3:2])([CH3:3])[CH3:4], predict the reactants needed to synthesize it. The reactants are: [C:1]([O:5][C:6](=[O:16])[NH:7][C@@H:8]([C:10](=[O:15])N(OC)C)[CH3:9])([CH3:4])([CH3:3])[CH3:2].[CH3:17][Mg]Br. (4) Given the product [Br:1][C:2]1[CH:13]=[CH:12][C:5]([C:6](=[O:7])[CH2:15][CH2:16][CH3:17])=[CH:4][C:3]=1[F:14], predict the reactants needed to synthesize it. The reactants are: [Br:1][C:2]1[CH:13]=[CH:12][C:5]([C:6](N(OC)C)=[O:7])=[CH:4][C:3]=1[F:14].[CH2:15]([Mg]Br)[CH2:16][CH3:17]. (5) Given the product [C:60]([O:64][C:65]([NH:67][C@H:68]([C:70]([O:47][C@H:18]([C@@H:17]([NH:16][C:14](=[O:15])[C@@H:13]([N:10]1[CH2:11][CH2:12][N:8]([CH2:1][C:2]2[CH:3]=[CH:4][CH:5]=[CH:6][CH:7]=2)[C:9]1=[O:59])[C:55]([CH3:58])([CH3:57])[CH3:56])[CH2:48][C:49]1[CH:54]=[CH:53][CH:52]=[CH:51][CH:50]=1)[CH2:19][C@@H:20]([NH:34][C:35](=[O:36])[C@H:37]([C:38]([CH3:41])([CH3:40])[CH3:39])[NH:42][C:43]([O:44][CH3:45])=[O:46])[CH2:21][C:22]1[CH:27]=[CH:26][C:25]([C:28]2[CH:33]=[CH:32][CH:31]=[CH:30][N:29]=2)=[CH:24][CH:23]=1)=[O:71])[CH3:69])=[O:66])([CH3:62])([CH3:63])[CH3:61], predict the reactants needed to synthesize it. The reactants are: [CH2:1]([N:8]1[CH2:12][CH2:11][N:10]([C@@H:13]([C:55]([CH3:58])([CH3:57])[CH3:56])[C:14]([NH:16][C@@H:17]([CH2:48][C:49]2[CH:54]=[CH:53][CH:52]=[CH:51][CH:50]=2)[C@@H:18]([OH:47])[CH2:19][C@@H:20]([NH:34][C:35]([C@@H:37]([NH:42][C:43](=[O:46])[O:44][CH3:45])[C:38]([CH3:41])([CH3:40])[CH3:39])=[O:36])[CH2:21][C:22]2[CH:27]=[CH:26][C:25]([C:28]3[CH:33]=[CH:32][CH:31]=[CH:30][N:29]=3)=[CH:24][CH:23]=2)=[O:15])[C:9]1=[O:59])[C:2]1[CH:7]=[CH:6][CH:5]=[CH:4][CH:3]=1.[C:60]([O:64][C:65]([NH:67][C@H:68]([C:70](O)=[O:71])[CH3:69])=[O:66])([CH3:63])([CH3:62])[CH3:61].Cl.CN(C)CCCN=C=NCC. (6) Given the product [C:1]([O:5][C:6](=[O:27])[NH:7][CH:8]1[CH2:17][CH2:16][C:15]2[C:10](=[CH:11][C:12]([CH2:18][NH:19][S:32]([CH2:31][CH2:30][CH2:29][F:28])(=[O:34])=[O:33])=[CH:13][CH:14]=2)[CH:9]1[CH2:20][C:21]1[CH:22]=[CH:23][CH:24]=[CH:25][CH:26]=1)([CH3:4])([CH3:2])[CH3:3], predict the reactants needed to synthesize it. The reactants are: [C:1]([O:5][C:6](=[O:27])[NH:7][CH:8]1[CH2:17][CH2:16][C:15]2[C:10](=[CH:11][C:12]([CH2:18][NH2:19])=[CH:13][CH:14]=2)[CH:9]1[CH2:20][C:21]1[CH:26]=[CH:25][CH:24]=[CH:23][CH:22]=1)([CH3:4])([CH3:3])[CH3:2].[F:28][CH2:29][CH2:30][CH2:31][S:32](Cl)(=[O:34])=[O:33]. (7) Given the product [CH3:29][C:30]1[N:31]=[C:32]([N:40]2[CH2:44][CH2:43][N:42]([CH2:45][C:46]3[CH:50]=[C:49]([CH3:51])[O:48][N:47]=3)[C:41]2=[O:52])[S:33][C:34]=1[C:35]([OH:37])=[O:36], predict the reactants needed to synthesize it. The reactants are: CC1C=C(N2CCN(CC3C=CC(C(F)(F)F)=CC=3)C2=O)SC=1C(OCC)=O.[CH3:29][C:30]1[N:31]=[C:32]([N:40]2[CH2:44][CH2:43][N:42]([CH2:45][C:46]3[CH:50]=[C:49]([CH3:51])[O:48][N:47]=3)[C:41]2=[O:52])[S:33][C:34]=1[C:35]([O:37]CC)=[O:36]. (8) Given the product [CH3:16][C@H:14]1[O:13][C:12](=[O:17])[N:11]([CH2:10][C:9]2[CH:18]=[CH:19][C:6]([CH:2]=[O:1])=[CH:7][CH:8]=2)[CH2:15]1, predict the reactants needed to synthesize it. The reactants are: [O:1]1CCO[CH:2]1[C:6]1[CH:19]=[CH:18][C:9]([CH2:10][N:11]2[CH2:15][C@@H:14]([CH3:16])[O:13][C:12]2=[O:17])=[CH:8][CH:7]=1. (9) Given the product [C:22]([C:24]1[CH:29]=[CH:28][C:27]([C:30]2[CH:31]=[N:32][N:33]([C:36]3[CH:44]=[CH:43][C:39]([C:40]([NH:7][CH2:5][CH2:4][CH:3]4[CH2:2][CH2:1]4)=[O:42])=[CH:38][N:37]=3)[C:34]=2[OH:35])=[CH:26][CH:25]=1)#[N:23], predict the reactants needed to synthesize it. The reactants are: [CH:1]1[CH:2]=[CH:3][C:4]2N(O)N=[N:7][C:5]=2C=1.CCN=C=NCCCN(C)C.[C:22]([C:24]1[CH:29]=[CH:28][C:27]([C:30]2[CH:31]=[N:32][N:33]([C:36]3[CH:44]=[CH:43][C:39]([C:40]([OH:42])=O)=[CH:38][N:37]=3)[C:34]=2[OH:35])=[CH:26][CH:25]=1)#[N:23].CCN(C(C)C)C(C)C.C1(CCN)CC1.Cl. (10) The reactants are: [CH3:1][C:2]1[C:3]([NH:13][C:14]2[CH:19]=[CH:18][C:17]([OH:20])=[CH:16][CH:15]=2)=[N:4][N:5]([C:7]2[CH:12]=[CH:11][CH:10]=[CH:9][CH:8]=2)[CH:6]=1.Cl[C:22]1[C:27]([C:28]2[CH:33]=[CH:32][N:31]=[C:30]([NH2:34])[N:29]=2)=[CH:26][CH:25]=[CH:24][N:23]=1.C(=O)([O-])[O-].[Cs+].[Cs+]. Given the product [CH3:1][C:2]1[C:3]([NH:13][C:14]2[CH:15]=[CH:16][C:17]([O:20][C:22]3[C:27]([C:28]4[CH:33]=[CH:32][N:31]=[C:30]([NH2:34])[N:29]=4)=[CH:26][CH:25]=[CH:24][N:23]=3)=[CH:18][CH:19]=2)=[N:4][N:5]([C:7]2[CH:8]=[CH:9][CH:10]=[CH:11][CH:12]=2)[CH:6]=1, predict the reactants needed to synthesize it.